This data is from Forward reaction prediction with 1.9M reactions from USPTO patents (1976-2016). The task is: Predict the product of the given reaction. (1) The product is: [C:42]([N:40]1[CH2:41][C:36]2[C:35]([N:45]3[CH2:50][CH2:49][O:48][CH2:47][CH2:46]3)=[N:34][C:33]([C:11]3[CH:12]=[CH:13][C:8]([NH:7][C:5]([NH:4][CH:1]4[CH2:3][CH2:2]4)=[O:6])=[CH:9][C:10]=3[F:31])=[N:38][C:37]=2[CH2:39]1)(=[O:44])[CH3:43]. Given the reactants [CH:1]1([NH:4][C:5]([NH:7][C:8]2[CH:13]=[CH:12][C:11](C3N=C(N4CCOC[C@@H]4C)C4CN(C)CC=4N=3)=[C:10]([F:31])[CH:9]=2)=[O:6])[CH2:3][CH2:2]1.Cl[C:33]1[N:34]=[C:35]([N:45]2[CH2:50][CH2:49][O:48][CH2:47][CH2:46]2)[C:36]2[CH2:41][N:40]([C:42](=[O:44])[CH3:43])[CH2:39][C:37]=2[N:38]=1.C1(NC(NC2C=CC(B3OC(C)(C)C(C)(C)O3)=C(F)C=2)=O)CC1, predict the reaction product. (2) Given the reactants [N:1]1([CH2:7][C:8]2[N:9]=[CH:10][C:11]([C:14]([OH:16])=O)=[N:12][CH:13]=2)[CH2:6][CH2:5][CH2:4][CH2:3][CH2:2]1.Cl.Cl.[CH:19]([N:22]1[CH2:27][CH2:26][NH:25][CH2:24][CH2:23]1)([CH3:21])[CH3:20].C1C=CC2N(O)N=NC=2C=1.CN1CCOCC1.C(Cl)CCl, predict the reaction product. The product is: [CH:19]([N:22]1[CH2:27][CH2:26][N:25]([C:14]([C:11]2[CH:10]=[N:9][C:8]([CH2:7][N:1]3[CH2:2][CH2:3][CH2:4][CH2:5][CH2:6]3)=[CH:13][N:12]=2)=[O:16])[CH2:24][CH2:23]1)([CH3:21])[CH3:20]. (3) The product is: [Br:1][C:2]1[C:3]([O:23][CH3:24])=[CH:4][C:5]2[N:11]([CH2:12][CH3:13])[C:10](=[O:14])[CH:9]([C:15]([O:17][CH3:18])=[O:16])[CH2:8][CH2:7][C:6]=2[CH:22]=1. Given the reactants [Br:1][C:2]1[C:3]([O:23][CH3:24])=[CH:4][C:5]2[N:11]([CH2:12][CH3:13])[C:10](=[O:14])[CH:9]([C:15]([O:17][C:18](C)(C)C)=[O:16])[CH2:8][CH2:7][C:6]=2[CH:22]=1.BrBr, predict the reaction product. (4) Given the reactants [CH2:1]([O:3][C:4](=[O:19])[CH:5]([O:16][CH2:17][CH3:18])[CH2:6][C:7]1[CH:12]=[CH:11][C:10]([OH:13])=[C:9]([O:14][CH3:15])[CH:8]=1)[CH3:2].[C:20]([C:24]1[CH:29]=[CH:28][C:27]([C:30]2[S:31][C:32]([CH3:38])=[C:33]([CH2:35][CH2:36]O)[N:34]=2)=[CH:26][CH:25]=1)([CH3:23])([CH3:22])[CH3:21].C1(P(C2C=CC=CC=2)C2C=CC=CC=2)C=CC=CC=1.N(C(OCC)=O)=NC(OCC)=O, predict the reaction product. The product is: [CH2:1]([O:3][C:4](=[O:19])[CH:5]([O:16][CH2:17][CH3:18])[CH2:6][C:7]1[CH:12]=[CH:11][C:10]([O:13][CH2:36][CH2:35][C:33]2[N:34]=[C:30]([C:27]3[CH:26]=[CH:25][C:24]([C:20]([CH3:21])([CH3:23])[CH3:22])=[CH:29][CH:28]=3)[S:31][C:32]=2[CH3:38])=[C:9]([O:14][CH3:15])[CH:8]=1)[CH3:2]. (5) Given the reactants [NH2:1][C:2]1[C:11]2[N:12]=[C:13]([CH2:18][O:19][CH2:20][CH3:21])[N:14]([CH2:15][CH2:16][CH3:17])[C:10]=2[C:9]2[CH:8]=[CH:7][C:6]([OH:22])=[CH:5][C:4]=2[N:3]=1.C(=O)([O-])[O-].[Cs+].[Cs+].I[CH2:30][CH2:31][NH:32][C:33](=[O:39])[O:34][C:35]([CH3:38])([CH3:37])[CH3:36], predict the reaction product. The product is: [C:35]([O:34][C:33](=[O:39])[NH:32][CH2:31][CH2:30][O:22][C:6]1[CH:7]=[CH:8][C:9]2[C:10]3[N:14]([CH2:15][CH2:16][CH3:17])[C:13]([CH2:18][O:19][CH2:20][CH3:21])=[N:12][C:11]=3[C:2]([NH2:1])=[N:3][C:4]=2[CH:5]=1)([CH3:38])([CH3:37])[CH3:36]. (6) Given the reactants [C:1]1([C:29]2[CH:34]=[CH:33][CH:32]=[CH:31][CH:30]=2)[CH:6]=[CH:5][CH:4]=[CH:3][C:2]=1[N:7]([C:21]1[CH:26]=[CH:25][C:24]([O:27]C)=[CH:23][CH:22]=1)[C:8]1[C:13]2[O:14][C:15]3[CH:20]=[CH:19][CH:18]=[CH:17][C:16]=3[C:12]=2[CH:11]=[CH:10][CH:9]=1.Cl.N1C=CC=CC=1.N1C=CC=CC=1.[F:48][C:49]([F:62])([F:61])[S:50](O[S:50]([C:49]([F:62])([F:61])[F:48])(=[O:52])=[O:51])(=[O:52])=[O:51], predict the reaction product. The product is: [F:48][C:49]([F:62])([F:61])[S:50]([O:27][C:24]1[CH:25]=[CH:26][C:21]([N:7]([C:2]2[CH:3]=[CH:4][CH:5]=[CH:6][C:1]=2[C:29]2[CH:30]=[CH:31][CH:32]=[CH:33][CH:34]=2)[C:8]2[C:13]3[O:14][C:15]4[CH:20]=[CH:19][CH:18]=[CH:17][C:16]=4[C:12]=3[CH:11]=[CH:10][CH:9]=2)=[CH:22][CH:23]=1)(=[O:52])=[O:51]. (7) Given the reactants Br[C:2]1[N:6]2[CH:7]=[CH:8][N:9]=[C:10]([NH:11][CH2:12][CH:13]([CH3:15])[CH3:14])[C:5]2=[N:4][CH:3]=1.OB(O)[C:18]1[CH:26]=[CH:25][C:21]([C:22]([OH:24])=O)=[CH:20][C:19]=1[CH3:27].C(=O)([O-])[O-].[K+].[K+].[CH:35]1([NH2:38])[CH2:37][CH2:36]1.CN(C(ON1N=NC2C=CC=NC1=2)=[N+](C)C)C.F[P-](F)(F)(F)(F)F.CN1CCOCC1, predict the reaction product. The product is: [CH:35]1([NH:38][C:22](=[O:24])[C:21]2[CH:25]=[CH:26][C:18]([C:2]3[N:6]4[CH:7]=[CH:8][N:9]=[C:10]([NH:11][CH2:12][CH:13]([CH3:15])[CH3:14])[C:5]4=[N:4][CH:3]=3)=[C:19]([CH3:27])[CH:20]=2)[CH2:37][CH2:36]1.